This data is from Reaction yield outcomes from USPTO patents with 853,638 reactions. The task is: Predict the reaction yield, written as a fraction of the theoretical maximum amount of product (1.0 means a 100% yield; for example, 0.34 means a 34% yield). The reactants are N1[CH2:5][CH2:4][CH2:3][CH2:2]1.[CH:6]([C:8]1[C:9]([CH3:26])=[C:10]([C:16]2[N:21]=[C:20]([C:22]([O:24][CH3:25])=[O:23])[CH:19]=[CH:18][CH:17]=2)[CH:11]=[CH:12][C:13]=1[O:14][CH3:15])=O.[CH3:27][C:28]1([CH3:36])[CH2:33][C:32](=[O:34])[CH2:31][C:30](=[O:35])[CH2:29]1.[OH2:37].[C:38]1([CH3:48])[CH:43]=CC(S(O)(=O)=O)=C[CH:39]=1. The catalyst is C(O)C.C(Cl)(Cl)Cl.CCCCCC.O. The product is [CH3:15][O:14][C:13]1[CH:12]=[CH:11][C:10]([C:16]2[N:21]=[C:20]([C:22]([O:24][CH3:25])=[O:23])[CH:19]=[CH:18][CH:17]=2)=[C:9]([CH3:26])[C:8]=1[CH:6]1[C:31]2[C:30](=[O:35])[CH2:29][C:28]([CH3:36])([CH3:27])[CH2:33][C:32]=2[O:34][C:2]2[CH2:39][C:38]([CH3:48])([CH3:43])[CH2:5][C:4](=[O:37])[C:3]1=2. The yield is 0.910.